Dataset: Reaction yield outcomes from USPTO patents with 853,638 reactions. Task: Predict the reaction yield, written as a fraction of the theoretical maximum amount of product (1.0 means a 100% yield; for example, 0.34 means a 34% yield). The reactants are [CH:1]1[C:6]([OH:7])=[CH:5][CH:4]=[C:3]([CH3:8])[CH:2]=1.[C:9](C1C=CC(O)=CC=1)([C:12]1[CH:17]=[CH:16][CH:15]=[CH:14][CH:13]=1)([CH3:11])[CH3:10]. The catalyst is C1(C)C=CC=CC=1. The product is [C:9]([C:1]1[CH:2]=[C:3]([CH3:8])[CH:4]=[CH:5][C:6]=1[OH:7])([C:12]1[CH:17]=[CH:16][CH:15]=[CH:14][CH:13]=1)([CH3:11])[CH3:10]. The yield is 0.440.